From a dataset of Reaction yield outcomes from USPTO patents with 853,638 reactions. Predict the reaction yield, written as a fraction of the theoretical maximum amount of product (1.0 means a 100% yield; for example, 0.34 means a 34% yield). (1) The reactants are [H-].[Na+].[CH2:3]([C:7]1[CH:8]=[C:9]([NH:24][C:25]([C:27]2[C:28]([C:34]([F:37])([F:36])[F:35])=[N:29][N:30]([CH3:33])[C:31]=2[CH3:32])=[O:26])[CH:10]=[CH:11][C:12]=1[C:13]([O:22][CH3:23])([C:18]([F:21])([F:20])[F:19])[C:14]([F:17])([F:16])[F:15])[CH:4]([CH3:6])[CH3:5].[CH3:38][O:39][CH2:40]Cl.Cl. The catalyst is O1CCCC1. The product is [CH3:38][O:39][CH2:40][N:24]([C:9]1[CH:10]=[CH:11][C:12]([C:13]([O:22][CH3:23])([C:18]([F:19])([F:20])[F:21])[C:14]([F:16])([F:15])[F:17])=[C:7]([CH2:3][CH:4]([CH3:6])[CH3:5])[CH:8]=1)[C:25]([C:27]1[C:28]([C:34]([F:37])([F:36])[F:35])=[N:29][N:30]([CH3:33])[C:31]=1[CH3:32])=[O:26]. The yield is 0.880. (2) The reactants are [NH2:1][CH:2]1[CH2:11][CH2:10][C:9]2[CH:8]=[C:7]([S:12]C(=O)N(C)C)[CH:6]=[CH:5][C:4]=2[CH2:3]1.[OH-].[K+].Br[C:21]([CH3:30])([CH3:29])[C:22]([O:24][C:25]([CH3:28])([CH3:27])[CH3:26])=[O:23].[BH4-].[Na+]. The catalyst is CO. The product is [C:25]([O:24][C:22](=[O:23])[C:21]([S:12][C:7]1[CH:6]=[CH:5][C:4]2[CH2:3][CH:2]([NH2:1])[CH2:11][CH2:10][C:9]=2[CH:8]=1)([CH3:30])[CH3:29])([CH3:28])([CH3:27])[CH3:26]. The yield is 0.600. (3) The reactants are [F:1][C:2]1[CH:7]=[CH:6][C:5]([N:8]2[C:12]([C:13]([F:16])([F:15])[F:14])=[C:11]([C:17](O)=[O:18])[CH:10]=[N:9]2)=[CH:4][CH:3]=1.Cl.[CH3:21][O:22][C:23](=[O:43])[C@@H:24]([NH2:42])[CH2:25][C:26]1[CH:31]=[CH:30][C:29]([C:32]2[CH:37]=[CH:36][C:35]([C:38]([F:41])([F:40])[F:39])=[CH:34][CH:33]=2)=[CH:28][CH:27]=1.CN(C(ON1N=NC2C=CC=CC1=2)=[N+](C)C)C.F[P-](F)(F)(F)(F)F.CCN(C(C)C)C(C)C. The catalyst is CN(C=O)C. The product is [CH3:21][O:22][C:23](=[O:43])[CH:24]([NH:42][C:17]([C:11]1[CH:10]=[N:9][N:8]([C:5]2[CH:6]=[CH:7][C:2]([F:1])=[CH:3][CH:4]=2)[C:12]=1[C:13]([F:16])([F:14])[F:15])=[O:18])[CH2:25][C:26]1[CH:31]=[CH:30][C:29]([C:32]2[CH:37]=[CH:36][C:35]([C:38]([F:40])([F:39])[F:41])=[CH:34][CH:33]=2)=[CH:28][CH:27]=1. The yield is 0.470.